Dataset: Forward reaction prediction with 1.9M reactions from USPTO patents (1976-2016). Task: Predict the product of the given reaction. (1) The product is: [Cl:27][C:4]1[O:5][C:6]([C:7]2[CH:12]=[CH:11][C:10]([C:13]([F:16])([F:14])[F:15])=[CH:9][N:8]=2)=[C:2]([CH3:1])[N:3]=1. Given the reactants [CH3:1][C:2]1[N:3]=[CH:4][O:5][C:6]=1[C:7]1[CH:12]=[CH:11][C:10]([C:13]([F:16])([F:15])[F:14])=[CH:9][N:8]=1.[Li+].C[Si]([N-][Si](C)(C)C)(C)C.[Cl:27]C(Cl)(Cl)C(Cl)(Cl)Cl, predict the reaction product. (2) The product is: [OH:19][CH2:20][C:21]1[CH:26]=[CH:25][C:24]([C:2]2[C:10]3[N:9]4[CH2:11][CH2:12][CH2:13][NH:14][C:15](=[O:16])[C:8]4=[CH:7][C:6]=3[CH:5]=[C:4]([C:17]#[N:18])[CH:3]=2)=[CH:23][CH:22]=1. Given the reactants Br[C:2]1[C:10]2[N:9]3[CH2:11][CH2:12][CH2:13][NH:14][C:15](=[O:16])[C:8]3=[CH:7][C:6]=2[CH:5]=[C:4]([C:17]#[N:18])[CH:3]=1.[OH:19][CH2:20][C:21]1[CH:26]=[CH:25][C:24](B(O)O)=[CH:23][CH:22]=1, predict the reaction product. (3) Given the reactants [O:1]1[C:5]2[CH:6]=[CH:7][CH:8]=[C:9]([C:10](=[O:12])[CH3:11])[C:4]=2[CH2:3][CH2:2]1.CNC1C=CC=CC=1.[C:21]([OH:27])([C:23](F)(F)F)=O.C=O, predict the reaction product. The product is: [O:1]1[C:5]2[CH:6]=[CH:7][CH:8]=[C:9]([C:10](=[O:12])[CH3:11])[C:4]=2[CH2:3][CH2:2]1.[CH2:3]1[CH2:2][O:1][C:5]2[CH:6]=[CH:7][C:8]3[CH2:9][CH2:10][C:21](=[O:27])[C:23]=3[C:4]1=2. (4) Given the reactants [C:1](=O)([O-])[O-].[Cs+].[Cs+].[CH:7]1([C:10]2[CH:11]=[CH:12][C:13]([OH:24])=[C:14]([C:16]([C:18]3[CH:23]=[CH:22][CH:21]=[CH:20][CH:19]=3)=[O:17])[CH:15]=2)[CH2:9][CH2:8]1.[CH3:25][O:26][C:27](=[O:46])[CH2:28][CH2:29][C:30]1[CH:35]=[CH:34][C:33]([O:36][CH2:37][CH2:38][C@@H:39](OS(C)(=O)=O)[CH3:40])=[CH:32][CH:31]=1, predict the reaction product. The product is: [CH3:25][O:26][C:27](=[O:46])[CH2:28][CH2:29][C:30]1[CH:35]=[CH:34][C:33]([O:36][CH2:37][CH2:38][C@H:39]([O:24][C:13]2[CH:12]=[CH:11][C:10]([CH:7]3[CH2:8][CH2:9]3)=[CH:15][C:14]=2[C:16](=[O:17])[C:18]2[CH:23]=[CH:22][CH:21]=[CH:20][CH:19]=2)[CH3:40])=[CH:32][C:31]=1[CH3:1]. (5) Given the reactants [OH:1][N:2]=[C:3]([C:5]1[S:6][C:7]([N:10]2[CH2:15][CH2:14][CH:13]([O:16][C:17]3[CH:22]=[CH:21][CH:20]=[CH:19][C:18]=3[C:23]([F:26])([F:25])[F:24])[CH2:12][CH2:11]2)=[N:8][N:9]=1)[NH2:4].[C:27](OCC)(=O)[CH2:28][OH:29], predict the reaction product. The product is: [F:24][C:23]([F:26])([F:25])[C:18]1[CH:19]=[CH:20][CH:21]=[CH:22][C:17]=1[O:16][CH:13]1[CH2:14][CH2:15][N:10]([C:7]2[S:6][C:5]([C:3]3[N:4]=[C:27]([CH2:28][OH:29])[O:1][N:2]=3)=[N:9][N:8]=2)[CH2:11][CH2:12]1. (6) Given the reactants [CH3:1][S:2]([C:5]1[CH:10]=[CH:9][C:8](NN)=[CH:7][CH:6]=1)(=[O:4])=[O:3].OC1C=C[C:17]2[CH2:18][CH2:19][C:20]3[C:24]([C:16]=2[CH:15]=1)=[N:23][NH:22][C:21]=3[C:25]([O:27][CH2:28][CH3:29])=[O:26], predict the reaction product. The product is: [CH2:21]([N:22]1[C:17]2[CH2:18][CH2:19][C:20]3[C:21]([C:25]([O:27][CH2:28][CH3:29])=[O:26])=[N:22][N:23]([C:8]4[CH:7]=[CH:6][C:5]([S:2]([CH3:1])(=[O:3])=[O:4])=[CH:10][CH:9]=4)[C:24]=3[C:16]=2[CH:15]=[N:23]1)[C:20]1[CH:24]=[CH:16][CH:17]=[CH:18][CH:19]=1. (7) Given the reactants [CH3:1][C:2]1[CH:3]=[C:4]([C:9]2[CH:10]=[N:11][N:12]3[C:17]([C:18]4[CH:23]=[CH:22][CH:21]=[C:20]([C:24]5[NH:28][N:27]=[N:26][N:25]=5)[CH:19]=4)=[CH:16][CH:15]=[N:14][C:13]=23)[CH:5]=[C:6]([CH3:8])[CH:7]=1.[CH:29]1([CH2:33]Br)[CH2:32][CH2:31][CH2:30]1, predict the reaction product. The product is: [CH:29]1([CH2:33][N:27]2[N:26]=[N:25][C:24]([C:20]3[CH:19]=[C:18]([C:17]4[N:12]5[N:11]=[CH:10][C:9]([C:4]6[CH:3]=[C:2]([CH3:1])[CH:7]=[C:6]([CH3:8])[CH:5]=6)=[C:13]5[N:14]=[CH:15][CH:16]=4)[CH:23]=[CH:22][CH:21]=3)=[N:28]2)[CH2:32][CH2:31][CH2:30]1.